Dataset: Catalyst prediction with 721,799 reactions and 888 catalyst types from USPTO. Task: Predict which catalyst facilitates the given reaction. (1) Reactant: [Br:1][C:2]1[CH:3]=[N:4][C:5]([O:8]N2C3=NC=CC=C3N=N2)=[N:6][CH:7]=1.[CH3:18][O:19][C:20]1[CH:25]=[CH:24][C:23](B(O)O)=[CH:22][CH:21]=1.C([O-])([O-])=O.[Cs+].[Cs+]. Product: [Br:1][C:2]1[CH:7]=[N:6][C:5]([O:8][C:23]2[CH:24]=[CH:25][C:20]([O:19][CH3:18])=[CH:21][CH:22]=2)=[N:4][CH:3]=1. The catalyst class is: 104. (2) Product: [Br:14][C:10]1[CH:9]=[C:8]([C@:2]2([CH3:7])[CH2:3][C@@H:4]([CH3:5])[S:40][C:39]([NH:38][C:30](=[O:37])[O:44][C:45]([CH3:48])([CH3:47])[CH3:46])=[N:1]2)[CH:13]=[CH:12][CH:11]=1. Reactant: [NH2:1][C:2]([C:8]1[CH:13]=[CH:12][CH:11]=[C:10]([Br:14])[CH:9]=1)([CH3:7])[CH2:3][C@@H:4](O)[CH3:5].C[Si](N([Si](C)(C)C)C(=O)C(F)(F)F)(C)C.[C:30]([N:38]=[C:39]=[S:40])(=[O:37])C1C=CC=CC=1.Cl.C(OC([O:44][C:45]([CH3:48])([CH3:47])[CH3:46])=O)([O:44][C:45]([CH3:48])([CH3:47])[CH3:46])=O. The catalyst class is: 20. (3) Reactant: [CH2:1]([N:8]1[C:16]2[C:11](=[CH:12][CH:13]=[CH:14][CH:15]=2)[C:10]([C:17](=[O:22])[C:18]([F:21])([F:20])[F:19])=[CH:9]1)[C:2]1[CH:7]=[CH:6][CH:5]=[CH:4][CH:3]=1.[C:23]1([Mg]Br)[CH:28]=[CH:27][CH:26]=[CH:25][CH:24]=1.[Cl-].[NH4+]. Product: [CH2:1]([N:8]1[C:16]2[C:11](=[CH:12][CH:13]=[CH:14][CH:15]=2)[C:10]([C:17]([C:23]2[CH:28]=[CH:27][CH:26]=[CH:25][CH:24]=2)([OH:22])[C:18]([F:21])([F:19])[F:20])=[CH:9]1)[C:2]1[CH:3]=[CH:4][CH:5]=[CH:6][CH:7]=1. The catalyst class is: 469. (4) The catalyst class is: 13. Reactant: COC(=O)CC1C=CC(C[NH:10][C@H:11]([CH2:19][CH2:20][C:21]([O:23][C:24]([CH3:27])([CH3:26])[CH3:25])=[O:22])[C:12]([O:14][C:15]([CH3:18])([CH3:17])[CH3:16])=[O:13])=CC=1.Br[CH2:32][C:33]#[C:34][C:35]1[S:39][C:38]([C:40]([O:42][CH3:43])=[O:41])=[CH:37][CH:36]=1. Product: [CH3:43][O:42][C:40]([C:38]1[S:39][C:35]([C:34]#[C:33][CH2:32][NH:10][C@H:11]([CH2:19][CH2:20][C:21]([O:23][C:24]([CH3:27])([CH3:26])[CH3:25])=[O:22])[C:12]([O:14][C:15]([CH3:18])([CH3:17])[CH3:16])=[O:13])=[CH:36][CH:37]=1)=[O:41].